Predict the reactants needed to synthesize the given product. From a dataset of Full USPTO retrosynthesis dataset with 1.9M reactions from patents (1976-2016). (1) Given the product [NH:8]1[CH2:13][CH2:12][C:11]2([C:17]3[CH:18]=[CH:19][CH:20]=[CH:21][C:16]=3[CH2:15][O:14]2)[CH2:10][CH2:9]1, predict the reactants needed to synthesize it. The reactants are: C([N:8]1[CH2:13][CH2:12][C:11]2([C:17]3[CH:18]=[CH:19][CH:20]=[CH:21][C:16]=3[CH2:15][O:14]2)[CH2:10][CH2:9]1)C1C=CC=CC=1. (2) Given the product [NH2:20][C:19]1[C:18]2[CH:17]=[C:16]([C:21]([CH3:29])([C:23]3[CH:28]=[CH:27][CH:26]=[CH:25][N:24]=3)[CH3:22])[S:15][C:14]=2[N:13]=[C:30]([C:32]2[CH:33]=[C:34]([CH:35]=[CH:36][CH:37]=2)[C:38]#[N:39])[N:31]=1, predict the reactants needed to synthesize it. The reactants are: CC([O-])(C)C.[K+].O1CCOCC1.[NH2:13][C:14]1[S:15][C:16]([C:21]([CH3:29])([C:23]2[CH:28]=[CH:27][CH:26]=[CH:25][N:24]=2)[CH3:22])=[CH:17][C:18]=1[C:19]#[N:20].[C:30]([C:32]1[CH:37]=[CH:36][CH:35]=[C:34]([C:38]#[N:39])[CH:33]=1)#[N:31]. (3) Given the product [Cl:20][C:14]1[CH:13]=[CH:12][C:11]2[N:10]([N:9]=[C:8]([C:21]3[CH:25]=[CH:24][O:23][CH:22]=3)[C:7]=2[CH:26]([OH:27])[C:28]2[N:33]=[C:32]([C:34]([O:36][CH3:37])=[O:35])[CH:31]=[CH:30][CH:29]=2)[C:15]=1[Si:16]([CH3:19])([CH3:18])[CH3:17], predict the reactants needed to synthesize it. The reactants are: C([Li])CCC.Br[C:7]1[C:8]([C:21]2[CH:25]=[CH:24][O:23][CH:22]=2)=[N:9][N:10]2[C:15]([Si:16]([CH3:19])([CH3:18])[CH3:17])=[C:14]([Cl:20])[CH:13]=[CH:12][C:11]=12.[CH:26]([C:28]1[N:33]=[C:32]([C:34]([O:36][CH3:37])=[O:35])[CH:31]=[CH:30][CH:29]=1)=[O:27].[Cl-].[NH4+].